Predict which catalyst facilitates the given reaction. From a dataset of Catalyst prediction with 721,799 reactions and 888 catalyst types from USPTO. (1) Reactant: N1C=CC=CC=1C1O[C:9]2[CH2:14][N:13]([C:15]3[CH:16]=[C:17]([CH:20]=[CH:21]C=3)C#N)[CH2:12][C:10]=2[N:11]=1.[C:23]([C:25]1[CH:26]=[C:27]([CH:31]=[CH:32][CH:33]=1)[C:28]([OH:30])=O)#[N:24].BrC1C=CC=C[N:36]=1.C(Cl)Cl. Product: [N:36]1[CH:21]=[CH:20][CH:17]=[CH:16][C:15]=1[N:13]1[CH2:14][C:9]2[O:30][C:28]([C:27]3[CH:26]=[C:25]([CH:33]=[CH:32][CH:31]=3)[C:23]#[N:24])=[N:11][C:10]=2[CH2:12]1. The catalyst class is: 5. (2) Reactant: [CH3:1][O:2][C:3]1[CH:8]=[C:7]([O:9][CH3:10])[CH:6]=[CH:5][C:4]=1[C:11](=O)[CH2:12][C:13]1[CH:22]=[CH:21][C:16]([C:17]([O:19][CH3:20])=[O:18])=[CH:15][CH:14]=1.[BH4-].[Na+].Cl. Product: [OH:2][C:3]1[CH:8]=[C:7]([OH:9])[CH:6]=[CH:5][C:4]=1/[CH:11]=[CH:12]/[C:13]1[CH:22]=[CH:21][C:16]([C:17]([OH:19])=[O:18])=[CH:15][CH:14]=1.[CH3:1][O:2][C:3]1[CH:8]=[C:7]([O:9][CH3:10])[CH:6]=[CH:5][C:4]=1/[CH:11]=[CH:12]/[C:13]1[CH:22]=[CH:21][C:16]([C:17]([O:19][CH3:20])=[O:18])=[CH:15][CH:14]=1. The catalyst class is: 353. (3) Reactant: [Cl:1][CH2:2][CH2:3][CH2:4]Br.[NH:6]1[CH2:11][CH2:10][O:9][CH2:8][CH2:7]1.C(=O)([O-])[O-].[Na+].[Na+]. Product: [Cl:1][CH2:2][CH2:3][CH2:4][N:6]1[CH2:11][CH2:10][O:9][CH2:8][CH2:7]1. The catalyst class is: 7. (4) Reactant: Br[C:2]1[N:7]=[C:6]([C:8]([OH:10])=[O:9])[CH:5]=[CH:4][C:3]=1[Cl:11].[Cl:12][C:13]1[CH:14]=[C:15](B(O)O)[CH:16]=[CH:17][CH:18]=1.C(=O)([O-])[O-].[Cs+].[Cs+]. Product: [Cl:11][C:3]1[CH:4]=[CH:5][C:6]([C:8]([OH:10])=[O:9])=[N:7][C:2]=1[C:17]1[CH:16]=[CH:15][CH:14]=[C:13]([Cl:12])[CH:18]=1. The catalyst class is: 3.